Dataset: Peptide-MHC class I binding affinity with 185,985 pairs from IEDB/IMGT. Task: Regression. Given a peptide amino acid sequence and an MHC pseudo amino acid sequence, predict their binding affinity value. This is MHC class I binding data. The peptide sequence is GVNDTEAHA. The MHC is HLA-A80:01 with pseudo-sequence HLA-A80:01. The binding affinity (normalized) is 0.0847.